This data is from Peptide-MHC class I binding affinity with 185,985 pairs from IEDB/IMGT. The task is: Regression. Given a peptide amino acid sequence and an MHC pseudo amino acid sequence, predict their binding affinity value. This is MHC class I binding data. (1) The peptide sequence is SWIQNEFNK. The MHC is HLA-A11:01 with pseudo-sequence HLA-A11:01. The binding affinity (normalized) is 0.0459. (2) The peptide sequence is LSTTRGALI. The binding affinity (normalized) is 0.188. The MHC is Mamu-B17 with pseudo-sequence Mamu-B17. (3) The peptide sequence is LQFGFGWFSY. The MHC is HLA-A26:01 with pseudo-sequence HLA-A26:01. The binding affinity (normalized) is 0.431. (4) The peptide sequence is KMVGTVQRV. The MHC is HLA-A11:01 with pseudo-sequence HLA-A11:01. The binding affinity (normalized) is 0.0847. (5) The peptide sequence is RTKPASAPI. The MHC is HLA-A30:01 with pseudo-sequence HLA-A30:01. The binding affinity (normalized) is 1.00. (6) The peptide sequence is TLNHVLALK. The binding affinity (normalized) is 0.917. The MHC is HLA-A03:01 with pseudo-sequence HLA-A03:01. (7) The peptide sequence is LPAQLTATA. The MHC is HLA-B08:02 with pseudo-sequence HLA-B08:02. The binding affinity (normalized) is 0.0847.